From a dataset of Forward reaction prediction with 1.9M reactions from USPTO patents (1976-2016). Predict the product of the given reaction. Given the reactants [Cl:1][C:2]1[CH:3]=[C:4](/[CH:9]=[CH:10]/[C:11]([N:13]2[CH2:19][CH2:18][C:17](=[O:20])[N:16]([CH2:21][CH2:22][C:23]([OH:25])=O)[CH2:15][CH2:14]2)=[O:12])[CH:5]=[CH:6][C:7]=1[Cl:8].C([Si](C)(C)[O:31][C@H:32]1[C@@H:37]([O:38][Si](C(C)(C)C)(C)C)[CH2:36][CH2:35][NH:34][CH2:33]1)(C)(C)C, predict the reaction product. The product is: [Cl:1][C:2]1[CH:3]=[C:4](/[CH:9]=[CH:10]/[C:11]([N:13]2[CH2:19][CH2:18][C:17](=[O:20])[N:16]([CH2:21][CH2:22][C:23]([N:34]3[CH2:35][CH2:36][CH:37]([OH:38])[CH:32]([OH:31])[CH2:33]3)=[O:25])[CH2:15][CH2:14]2)=[O:12])[CH:5]=[CH:6][C:7]=1[Cl:8].